Task: Predict the product of the given reaction.. Dataset: Forward reaction prediction with 1.9M reactions from USPTO patents (1976-2016) (1) Given the reactants [N:1]1[CH:6]=[CH:5][CH:4]=[C:3]([C:7]2[O:8][C:9]3[CH:15]=[C:14]([CH2:16][C:17]([O:19]C)=[O:18])[CH:13]=[CH:12][C:10]=3[N:11]=2)[CH:2]=1.C1COCC1.[OH-].[Na+].Cl, predict the reaction product. The product is: [N:1]1[CH:6]=[CH:5][CH:4]=[C:3]([C:7]2[O:8][C:9]3[CH:15]=[C:14]([CH2:16][C:17]([OH:19])=[O:18])[CH:13]=[CH:12][C:10]=3[N:11]=2)[CH:2]=1. (2) Given the reactants C([O:3][C:4]([C@@H:6]1[CH2:11][CH2:10][CH2:9][N:8]([C:12]([O:14][CH2:15][C:16]2[CH:21]=[CH:20][CH:19]=[CH:18][CH:17]=2)=[O:13])[CH2:7]1)=O)C.[H-].[Al+3].[Li+].[H-].[H-].[H-].O.[OH-].[Na+], predict the reaction product. The product is: [CH2:15]([O:14][C:12]([N:8]1[CH2:9][CH2:10][CH2:11][CH:6]([CH2:4][OH:3])[CH2:7]1)=[O:13])[C:16]1[CH:21]=[CH:20][CH:19]=[CH:18][CH:17]=1. (3) Given the reactants [Cl:1][C:2]1[CH:7]=[C:6]([Cl:8])[CH:5]=[CH:4][C:3]=1[C:9]1[O:13][N:12]=[CH:11][C:10]=1[CH2:14][CH2:15][C:16](OC)=[O:17].[H-].C([Al+]CC(C)C)C(C)C.Cl, predict the reaction product. The product is: [Cl:1][C:2]1[CH:7]=[C:6]([Cl:8])[CH:5]=[CH:4][C:3]=1[C:9]1[O:13][N:12]=[CH:11][C:10]=1[CH2:14][CH2:15][CH2:16][OH:17]. (4) Given the reactants [CH:1]1([CH2:4][OH:5])[CH2:3][CH2:2]1.[H-].[Na+].[Cl:8][C:9]1[C:14]([F:15])=[C:13](Cl)[N:12]=[CH:11][N:10]=1, predict the reaction product. The product is: [Cl:8][C:9]1[C:14]([F:15])=[C:13]([O:5][CH2:4][CH:1]2[CH2:3][CH2:2]2)[N:12]=[CH:11][N:10]=1. (5) Given the reactants [C:1]([C:4]1[CH:5]=[C:6]([NH:10][C:11](=[O:13])[CH3:12])[CH:7]=[CH:8][CH:9]=1)(=O)[CH3:2].C([O-])(=O)C.[NH4+].[BH3-]C#[N:21].[Na+].Cl, predict the reaction product. The product is: [NH2:21][CH:1]([C:4]1[CH:5]=[C:6]([NH:10][C:11](=[O:13])[CH3:12])[CH:7]=[CH:8][CH:9]=1)[CH3:2]. (6) Given the reactants [NH2:1][C@@H:2]([C:4]([OH:6])=O)[CH3:3].[C:7]12[C:13](=[CH:14][CH:15]=[CH:16][CH:17]=1)[NH:12]C(=O)O[C:8]2=[O:9], predict the reaction product. The product is: [CH3:3][C@H:2]1[NH:1][C:8](=[O:9])[C:7]2[CH:17]=[CH:16][CH:15]=[CH:14][C:13]=2[NH:12][C:4]1=[O:6]. (7) Given the reactants C(O[C:5](=[O:21])[NH:6][CH:7]1[CH2:11][C:10](=[O:12])[O:9][CH:8]1[O:13][CH2:14][C:15]1[CH:20]=[CH:19][CH:18]=[CH:17][CH:16]=1)C=C.CC1C2C(=CC=CC=2)C(C)=C2C=1C=CC1C2=CC=CC=1.[C:42]([NH:45][CH:46]([CH:61]([CH3:63])[CH3:62])[C:47]([CH:49]1[N:53]=[C:52]([C:54]([CH3:57])([CH3:56])[CH3:55])[S:51][N:50]1C(O)=O)=[O:48])(=[O:44])[CH3:43].C1C=CC2N(O)N=NC=2C=1.C(Cl)CCl, predict the reaction product. The product is: [CH2:14]([O:13][CH:8]1[CH:7]([NH:6][C:5]([N:50]2[CH:49]([C:47](=[O:48])[CH:46]([NH:45][C:42](=[O:44])[CH3:43])[CH:61]([CH3:63])[CH3:62])[N:53]=[C:52]([C:54]([CH3:56])([CH3:55])[CH3:57])[S:51]2)=[O:21])[CH2:11][C:10](=[O:12])[O:9]1)[C:15]1[CH:16]=[CH:17][CH:18]=[CH:19][CH:20]=1. (8) Given the reactants CO/[N:3]=[CH:4]/[C:5]1[CH:10]=[C:9]([Br:11])[CH:8]=[C:7]([F:12])[C:6]=1F.O.[NH2:15]N, predict the reaction product. The product is: [Br:11][C:9]1[CH:10]=[C:5]2[C:6](=[C:7]([F:12])[CH:8]=1)[NH:15][N:3]=[CH:4]2. (9) Given the reactants [Cl:1][C:2]1[S:6][C:5]([C:7]([NH:9][CH2:10][C:11]2[N:12]=[N:13][N:14]([C:16]3[CH:21]=[CH:20][C:19]([N:22]([CH3:28])[C:23](=[O:27])OCC)=[CH:18][CH:17]=3)[CH:15]=2)=[O:8])=[CH:4][CH:3]=1.[OH-].[Na+].Cl.ClC1SC(C(NCC2N=NN(C3C=CC(NC)=CC=3)C=2)=O)=CC=1.CCN(C(C)C)C(C)C.[CH3:64][O:65][CH2:66]C(Cl)=O, predict the reaction product. The product is: [Cl:1][C:2]1[S:6][C:5]([C:7]([NH:9][CH2:10][C:11]2[N:12]=[N:13][N:14]([C:16]3[CH:21]=[CH:20][C:19]([N:22]([CH3:28])[C:23](=[O:27])[CH2:64][O:65][CH3:66])=[CH:18][CH:17]=3)[CH:15]=2)=[O:8])=[CH:4][CH:3]=1.